Regression/Classification. Given a drug SMILES string, predict its absorption, distribution, metabolism, or excretion properties. Task type varies by dataset: regression for continuous measurements (e.g., permeability, clearance, half-life) or binary classification for categorical outcomes (e.g., BBB penetration, CYP inhibition). Dataset: cyp1a2_veith. From a dataset of CYP1A2 inhibition data for predicting drug metabolism from PubChem BioAssay. (1) The molecule is C=CCNc1nc(-c2ccc(Cl)cc2)cs1. The result is 1 (inhibitor). (2) The compound is Cc1cccc(OCC(=O)NC(=S)N2CCCc3ccccc32)c1. The result is 1 (inhibitor). (3) The result is 0 (non-inhibitor). The compound is CC(=O)NNC(=O)C(O)(c1ccccc1)c1ccccc1. (4) The molecule is Cc1cc(N2CCCCC2)nc(NCc2ccccc2)n1. The result is 1 (inhibitor). (5) The drug is COC(=O)[C@H]1C[C@@H]1[C@H](N)c1ccccc1. The result is 0 (non-inhibitor). (6) The drug is COc1ccc(-c2cc([C@H](O)[C@@H]3CCCCN3)c3ccccc3n2)cc1. The result is 0 (non-inhibitor). (7) The drug is Cn1nc(C(=O)NC2CCCCC2)c2ccccc2c1=O. The result is 1 (inhibitor). (8) The compound is CN(CC(=O)N1CCN(c2ccccc2)CC1)S(=O)(=O)c1cnc[nH]1. The result is 0 (non-inhibitor). (9) The drug is Cn1cccc1C(=O)N1CCC[C@@]2(CCN(C(c3ccccc3)c3ccccc3)C2)C1. The result is 1 (inhibitor).